From a dataset of Forward reaction prediction with 1.9M reactions from USPTO patents (1976-2016). Predict the product of the given reaction. (1) Given the reactants [CH3:1][O:2][C:3](=[O:18])[C:4]1[CH:9]=[C:8]([O:10][CH3:11])[CH:7]=[C:6]([CH2:12]OS(C)(=O)=O)[CH:5]=1.[C-:19]#[N:20].[K+].O, predict the reaction product. The product is: [CH3:1][O:2][C:3](=[O:18])[C:4]1[CH:9]=[C:8]([O:10][CH3:11])[CH:7]=[C:6]([CH2:12][C:19]#[N:20])[CH:5]=1. (2) Given the reactants [CH3:1][CH:2]1[CH:7]=[C:6]([CH3:8])[CH2:5][CH:4]([CH3:9])[CH:3]1[CH:10]([OH:13])[CH2:11][CH3:12], predict the reaction product. The product is: [CH3:1][CH:2]1[CH:7]=[C:6]([CH3:8])[CH2:5][CH:4]([CH3:9])[CH:3]1[C:10](=[O:13])[CH2:11][CH3:12]. (3) Given the reactants Cl[CH2:2][CH2:3][CH2:4][O:5][C:6]1[CH:11]=[CH:10][C:9]([C:12]2[O:13][CH2:14][C:15]([CH3:18])([CH3:17])[N:16]=2)=[CH:8][CH:7]=1.Cl.[CH3:20][C@@H:21]1[CH2:25][CH2:24][CH2:23][NH:22]1.C(N(CC)CC)C, predict the reaction product. The product is: [CH3:17][C:15]1([CH3:18])[CH2:14][O:13][C:12]([C:9]2[CH:10]=[CH:11][C:6]([O:5][CH2:4][CH2:3][CH2:2][N:22]3[CH2:23][CH2:24][CH2:25][C@H:21]3[CH3:20])=[CH:7][CH:8]=2)=[N:16]1. (4) Given the reactants [Si]([O:8][C:9]([C:18]1[CH:55]=[CH:54][C:21]([CH2:22][N:23]2[CH2:28][CH2:27][N:26]([C:29]([C:31]3[CH:36]=[CH:35][C:34]([NH:37][C:38](=[O:52])[NH:39][C@@H:40]4[CH2:44][CH2:43][N:42]([C:45]([O:47][C:48]([CH3:51])([CH3:50])[CH3:49])=[O:46])[CH2:41]4)=[C:33]([F:53])[CH:32]=3)=[O:30])[CH2:25][CH2:24]2)=[CH:20][CH:19]=1)([C:14]([F:17])([F:16])[F:15])[C:10]([F:13])([F:12])[F:11])(C(C)(C)C)(C)C.[F-].[K+], predict the reaction product. The product is: [F:53][C:33]1[CH:32]=[C:31]([C:29]([N:26]2[CH2:27][CH2:28][N:23]([CH2:22][C:21]3[CH:54]=[CH:55][C:18]([C:9]([OH:8])([C:10]([F:13])([F:11])[F:12])[C:14]([F:15])([F:16])[F:17])=[CH:19][CH:20]=3)[CH2:24][CH2:25]2)=[O:30])[CH:36]=[CH:35][C:34]=1[NH:37][C:38](=[O:52])[NH:39][C@@H:40]1[CH2:44][CH2:43][N:42]([C:45]([O:47][C:48]([CH3:50])([CH3:49])[CH3:51])=[O:46])[CH2:41]1.